From a dataset of NCI-60 drug combinations with 297,098 pairs across 59 cell lines. Regression. Given two drug SMILES strings and cell line genomic features, predict the synergy score measuring deviation from expected non-interaction effect. (1) Drug 1: C1C(C(OC1N2C=NC3=C(N=C(N=C32)Cl)N)CO)O. Drug 2: CN1C(=O)N2C=NC(=C2N=N1)C(=O)N. Cell line: A549. Synergy scores: CSS=31.2, Synergy_ZIP=3.46, Synergy_Bliss=6.13, Synergy_Loewe=-30.0, Synergy_HSA=0.687. (2) Drug 1: CC12CCC3C(C1CCC2NC(=O)OCC(F)(F)F)CCC4C3(C=CC(=O)N4C)C. Drug 2: C1=CN(C(=O)N=C1N)C2C(C(C(O2)CO)O)(F)F. Cell line: NCI-H460. Synergy scores: CSS=57.2, Synergy_ZIP=4.94, Synergy_Bliss=0.421, Synergy_Loewe=-37.3, Synergy_HSA=2.64. (3) Drug 1: CC12CCC3C(C1CCC2O)C(CC4=C3C=CC(=C4)O)CCCCCCCCCS(=O)CCCC(C(F)(F)F)(F)F. Drug 2: C(CC(=O)O)C(=O)CN.Cl. Cell line: TK-10. Synergy scores: CSS=2.19, Synergy_ZIP=-0.0105, Synergy_Bliss=1.36, Synergy_Loewe=-2.43, Synergy_HSA=-1.73. (4) Drug 1: CCCS(=O)(=O)NC1=C(C(=C(C=C1)F)C(=O)C2=CNC3=C2C=C(C=N3)C4=CC=C(C=C4)Cl)F. Drug 2: C1CCC(CC1)NC(=O)N(CCCl)N=O. Cell line: SK-OV-3. Synergy scores: CSS=21.0, Synergy_ZIP=3.27, Synergy_Bliss=4.47, Synergy_Loewe=3.94, Synergy_HSA=3.86. (5) Drug 1: CC1=CC2C(CCC3(C2CCC3(C(=O)C)OC(=O)C)C)C4(C1=CC(=O)CC4)C. Drug 2: C1=C(C(=O)NC(=O)N1)N(CCCl)CCCl. Cell line: HOP-92. Synergy scores: CSS=24.5, Synergy_ZIP=-5.99, Synergy_Bliss=1.85, Synergy_Loewe=-14.4, Synergy_HSA=-5.27. (6) Drug 1: C1=NC(=NC(=O)N1C2C(C(C(O2)CO)O)O)N. Drug 2: C1=CC=C(C(=C1)C(C2=CC=C(C=C2)Cl)C(Cl)Cl)Cl. Cell line: HCT-15. Synergy scores: CSS=3.92, Synergy_ZIP=1.93, Synergy_Bliss=7.43, Synergy_Loewe=6.03, Synergy_HSA=6.89. (7) Drug 1: C1CCC(CC1)NC(=O)N(CCCl)N=O. Drug 2: C1CN(CCN1C(=O)CCBr)C(=O)CCBr. Cell line: UO-31. Synergy scores: CSS=12.7, Synergy_ZIP=-3.71, Synergy_Bliss=-0.722, Synergy_Loewe=0.598, Synergy_HSA=1.00.